This data is from Reaction yield outcomes from USPTO patents with 853,638 reactions. The task is: Predict the reaction yield, written as a fraction of the theoretical maximum amount of product (1.0 means a 100% yield; for example, 0.34 means a 34% yield). The reactants are [Si]([O:8][CH:9]([C:22]1[O:23][C:24]([C:27]2[CH:28]=[C:29]([S:33]([NH2:36])(=[O:35])=[O:34])[CH:30]=[CH:31][CH:32]=2)=[CH:25][N:26]=1)[CH2:10][CH2:11][CH2:12][CH2:13][CH2:14][CH2:15][C:16]1[CH:21]=[CH:20][CH:19]=[CH:18][CH:17]=1)(C(C)(C)C)(C)C.[Si](OC(C1OC([Sn](CCCC)(CCCC)CCCC)=CN=1)CCCCCCC1C=CC=CC=1)(C(C)(C)C)(C)C.BrC1C=C(S(N)(=O)=O)C=CC=1. No catalyst specified. The product is [C:16]1([CH2:15][CH2:14][CH2:13][CH2:12][CH2:11][CH2:10][C:9]([C:22]2[O:23][C:24]([C:27]3[CH:28]=[C:29]([S:33]([NH2:36])(=[O:35])=[O:34])[CH:30]=[CH:31][CH:32]=3)=[CH:25][N:26]=2)=[O:8])[CH:21]=[CH:20][CH:19]=[CH:18][CH:17]=1. The yield is 0.910.